Regression. Given two drug SMILES strings and cell line genomic features, predict the synergy score measuring deviation from expected non-interaction effect. From a dataset of NCI-60 drug combinations with 297,098 pairs across 59 cell lines. Drug 1: CC1=CC2C(CCC3(C2CCC3(C(=O)C)OC(=O)C)C)C4(C1=CC(=O)CC4)C. Drug 2: CC1=C(C(=O)C2=C(C1=O)N3CC4C(C3(C2COC(=O)N)OC)N4)N. Cell line: MALME-3M. Synergy scores: CSS=26.1, Synergy_ZIP=-2.52, Synergy_Bliss=6.21, Synergy_Loewe=-61.7, Synergy_HSA=2.33.